From a dataset of Tyrosyl-DNA phosphodiesterase HTS with 341,365 compounds. Binary Classification. Given a drug SMILES string, predict its activity (active/inactive) in a high-throughput screening assay against a specified biological target. The drug is S(Cc1ccc(N2C(=O)CCC2=O)cc1)c1[nH]c2c(n1)cccc2. The result is 0 (inactive).